From a dataset of TCR-epitope binding with 47,182 pairs between 192 epitopes and 23,139 TCRs. Binary Classification. Given a T-cell receptor sequence (or CDR3 region) and an epitope sequence, predict whether binding occurs between them. (1) The epitope is LPAADLDDF. The TCR CDR3 sequence is CASAPTSEETQYF. Result: 0 (the TCR does not bind to the epitope). (2) The epitope is RQLLFVVEV. The TCR CDR3 sequence is CASSQGMTSGGATDTQYF. Result: 0 (the TCR does not bind to the epitope). (3) The epitope is YSEHPTFTSQY. The TCR CDR3 sequence is CASSFGGWELFF. Result: 0 (the TCR does not bind to the epitope). (4) The epitope is GLCTLVAML. The TCR CDR3 sequence is CASSQTGGTEAFF. Result: 1 (the TCR binds to the epitope). (5) The epitope is SEETGTLIV. The TCR CDR3 sequence is CSAREGQGSIEQYF. Result: 0 (the TCR does not bind to the epitope). (6) The epitope is CINGVCWTV. The TCR CDR3 sequence is CASSVGALYEQYF. Result: 0 (the TCR does not bind to the epitope).